This data is from Catalyst prediction with 721,799 reactions and 888 catalyst types from USPTO. The task is: Predict which catalyst facilitates the given reaction. (1) Reactant: Br[C:2]1[CH:3]=[C:4]([CH3:13])[C:5]([CH3:12])=[C:6]([CH:11]=1)[C:7]([O:9][CH3:10])=[O:8].[CH:14]([Sn](CCCC)(CCCC)CCCC)=[CH2:15]. Product: [CH3:12][C:5]1[C:4]([CH3:13])=[CH:3][C:2]([CH:14]=[CH2:15])=[CH:11][C:6]=1[C:7]([O:9][CH3:10])=[O:8]. The catalyst class is: 455. (2) Reactant: Cl.[OH:2][CH:3]1[CH2:8][CH2:7][NH:6][CH2:5][CH2:4]1.[C:9](O[C:9]([O:11][C:12]([CH3:15])([CH3:14])[CH3:13])=[O:10])([O:11][C:12]([CH3:15])([CH3:14])[CH3:13])=[O:10].C(=O)([O-])O.[Na+]. Product: [C:12]([O:11][C:9]([N:6]1[CH2:7][CH2:8][CH:3]([OH:2])[CH2:4][CH2:5]1)=[O:10])([CH3:15])([CH3:14])[CH3:13]. The catalyst class is: 12.